From a dataset of Full USPTO retrosynthesis dataset with 1.9M reactions from patents (1976-2016). Predict the reactants needed to synthesize the given product. (1) Given the product [N:13]1[CH:18]=[CH:17][CH:16]=[CH:15][C:14]=1[O:19][C:20](=[O:21])[O:28][C:3]1([CH3:2])[CH2:4][CH2:5][CH2:6]1, predict the reactants needed to synthesize it. The reactants are: C[CH2:2][CH2:3][CH2:4][CH2:5][CH3:6].CC1(O)CCC1.[N:13]1[CH:18]=[CH:17][CH:16]=[CH:15][C:14]=1[O:19][C:20](=[O:28])[O:21]C1C=CC=CN=1. (2) Given the product [Cl:1][C:2]1[CH:3]=[C:4]([Cl:12])[C:5]2[N:6]([N:8]=[C:9]([NH:11][C:14]3[CH:19]=[CH:18][C:17]([N:20]4[CH:24]=[C:23]([CH3:25])[N:22]=[CH:21]4)=[C:16]([O:26][CH3:27])[CH:15]=3)[N:10]=2)[CH:7]=1, predict the reactants needed to synthesize it. The reactants are: [Cl:1][C:2]1[CH:3]=[C:4]([Cl:12])[C:5]2[N:6]([N:8]=[C:9]([NH2:11])[N:10]=2)[CH:7]=1.Br[C:14]1[CH:19]=[CH:18][C:17]([N:20]2[CH:24]=[C:23]([CH3:25])[N:22]=[CH:21]2)=[C:16]([O:26][CH3:27])[CH:15]=1.C(Cl)Cl. (3) Given the product [CH3:28][N:10]([CH2:11][CH2:12][CH2:13][NH:14][C:15]1[N:16]=[N+:17]([O-:27])[C:18]2[CH:25]=[CH:24][C:23]([CH3:26])=[CH:22][C:19]=2[N+:20]=1[O-:21])[CH2:9][CH2:8][CH2:7][NH:6][C:4]([C:3]1[CH:39]=[CH:40][CH:41]=[C:42]2[C:47]=1[N:46]=[C:45]([C:48]1[CH:53]=[CH:52][N:51]=[CH:50][CH:49]=1)[CH:44]=[CH:43]2)=[O:5], predict the reactants needed to synthesize it. The reactants are: N.F[C:3](F)(F)[C:4]([NH:6][CH2:7][CH2:8][CH2:9][N:10]([CH3:28])[CH2:11][CH2:12][CH2:13][NH:14][C:15]1[N:16]=[N+:17]([O-:27])[C:18]2[CH:25]=[CH:24][C:23]([CH3:26])=[CH:22][C:19]=2[N+:20]=1[O-:21])=[O:5].N1(C(C2[CH:39]=[CH:40][CH:41]=[C:42]3[C:47]=2[N:46]=[C:45]([C:48]2[CH:53]=[CH:52][N:51]=[CH:50][CH:49]=2)[CH:44]=[CH:43]3)=O)C=CN=C1. (4) The reactants are: C[O:2][C:3](=[O:33])[C:4]1[CH:9]=[CH:8][C:7]([CH2:10][N:11]2[CH2:16][CH2:15][CH2:14][C:13]([C:25]3[CH:30]=[CH:29][C:28]([O:31][CH3:32])=[CH:27][CH:26]=3)([C:17]3[CH:22]=[CH:21][C:20]([O:23][CH3:24])=[CH:19][CH:18]=3)[CH2:12]2)=[CH:6][CH:5]=1.[Li+:34].[OH-]. Given the product [CH3:24][O:23][C:20]1[CH:19]=[CH:18][C:17]([C:13]2([C:25]3[CH:26]=[CH:27][C:28]([O:31][CH3:32])=[CH:29][CH:30]=3)[CH2:14][CH2:15][CH2:16][N:11]([CH2:10][C:7]3[CH:8]=[CH:9][C:4]([C:3]([O-:33])=[O:2])=[CH:5][CH:6]=3)[CH2:12]2)=[CH:22][CH:21]=1.[Li+:34], predict the reactants needed to synthesize it. (5) The reactants are: [C:1]([O:5][C:6]([N:8]1[CH2:13][CH2:12][CH:11]([N:14]2[C:22]3[C:17](=[CH:18][CH:19]=[CH:20][C:21]=3[CH2:23][OH:24])[CH:16]=[CH:15]2)[CH2:10][CH2:9]1)=[O:7])([CH3:4])([CH3:3])[CH3:2].[H-].[Na+].[CH3:27][O:28][CH2:29]Cl.C(OCC)(=O)C. Given the product [C:1]([O:5][C:6]([N:8]1[CH2:9][CH2:10][CH:11]([N:14]2[C:22]3[C:17](=[CH:18][CH:19]=[CH:20][C:21]=3[CH2:23][O:24][CH2:27][O:28][CH3:29])[CH:16]=[CH:15]2)[CH2:12][CH2:13]1)=[O:7])([CH3:4])([CH3:2])[CH3:3], predict the reactants needed to synthesize it. (6) Given the product [C:39]([C:26]1([CH2:25][CH2:24][CH2:23][CH2:22][N:19]2[CH2:20][CH2:21][N:16]([C:11]3[CH:10]=[C:9]4[C:14]([CH2:15][N:7]([CH:1]5[CH2:6][CH2:5][CH2:4][CH2:3][CH2:2]5)[C:8]4=[O:44])=[CH:13][CH:12]=3)[CH2:17][CH2:18]2)[C:27]2[CH:28]=[CH:29][CH:30]=[CH:31][C:32]=2[C:33]2[C:38]1=[CH:37][CH:36]=[CH:35][CH:34]=2)([OH:41])=[O:40], predict the reactants needed to synthesize it. The reactants are: [CH:1]1([N:7]2[CH2:15][C:14]3[C:9](=[CH:10][C:11]([N:16]4[CH2:21][CH2:20][N:19]([CH2:22][CH2:23][CH2:24][CH2:25][C:26]5([C:39]([O:41]CC)=[O:40])[C:38]6[CH:37]=[CH:36][CH:35]=[CH:34][C:33]=6[C:32]6[C:27]5=[CH:28][CH:29]=[CH:30][CH:31]=6)[CH2:18][CH2:17]4)=[CH:12][CH:13]=3)[C:8]2=[O:44])[CH2:6][CH2:5][CH2:4][CH2:3][CH2:2]1.C1COCC1.[OH-].[Na+].Cl. (7) Given the product [Si:32]([O:19][C:15]1[CH:14]=[C:13]([C:11]2[N:12]=[C:7]([N:4]3[CH2:3][CH2:2][O:1][CH2:6][CH2:5]3)[C:8]3[S:22][CH:21]=[CH:20][C:9]=3[N:10]=2)[CH:18]=[CH:17][CH:16]=1)([C:29]([CH3:31])([CH3:30])[CH3:28])([CH3:34])[CH3:33], predict the reactants needed to synthesize it. The reactants are: [O:1]1[CH2:6][CH2:5][N:4]([C:7]2[C:8]3[S:22][CH:21]=[CH:20][C:9]=3[N:10]=[C:11]([C:13]3[CH:14]=[C:15]([OH:19])[CH:16]=[CH:17][CH:18]=3)[N:12]=2)[CH2:3][CH2:2]1.N1C=CN=C1.[CH3:28][C:29]([Si:32](Cl)([CH3:34])[CH3:33])([CH3:31])[CH3:30]. (8) Given the product [C:14]([NH:13][CH:12]([C:3]1[C:2]([Cl:1])=[CH:7][C:6]([C:8]([F:11])([F:9])[F:10])=[CH:5][N:4]=1)[CH2:17][NH:18][C:19](=[O:25])[O:20][C:21]([CH3:24])([CH3:23])[CH3:22])(=[O:16])[CH3:15], predict the reactants needed to synthesize it. The reactants are: [Cl:1][C:2]1[C:3]([CH:12]([C:17]#[N:18])[NH:13][C:14](=[O:16])[CH3:15])=[N:4][CH:5]=[C:6]([C:8]([F:11])([F:10])[F:9])[CH:7]=1.[C:19](=O)([O:25]C(C)(C)C)[O:20][C:21]([CH3:24])([CH3:23])[CH3:22].[BH4-].[Na+].C(OCC)(=O)C. (9) Given the product [CH2:8]([C:6]1[N:5]=[C:4]([CH3:10])[C:3]2[C:11]([C:13]3[CH:18]=[CH:17][CH:16]=[CH:15][CH:14]=3)=[N:20][NH:21][C:2]=2[CH:7]=1)[CH3:9], predict the reactants needed to synthesize it. The reactants are: Cl[C:2]1[CH:7]=[C:6]([CH2:8][CH3:9])[N:5]=[C:4]([CH3:10])[C:3]=1[C:11]([C:13]1[CH:18]=[CH:17][CH:16]=[CH:15][CH:14]=1)=O.O.[NH2:20][NH2:21]. (10) Given the product [NH:15]1[CH2:20][CH2:19][C:18]2([C:28]3[C:23](=[CH:24][CH:25]=[CH:26][CH:27]=3)[C:22]([C:29]([O-:31])=[O:30])=[CH:21]2)[CH2:17][CH2:16]1.[C:3]([OH:5])([C:2]([F:7])([F:6])[F:1])=[O:4], predict the reactants needed to synthesize it. The reactants are: [F:1][C:2]([F:7])([F:6])[C:3]([OH:5])=[O:4].C(OC([N:15]1[CH2:20][CH2:19][C:18]2([C:28]3[C:23](=[CH:24][CH:25]=[CH:26][CH:27]=3)[C:22]([C:29]([OH:31])=[O:30])=[CH:21]2)[CH2:17][CH2:16]1)=O)(C)(C)C.